Predict the reaction yield, written as a fraction of the theoretical maximum amount of product (1.0 means a 100% yield; for example, 0.34 means a 34% yield). From a dataset of Reaction yield outcomes from USPTO patents with 853,638 reactions. (1) The reactants are [OH:1][C:2]1[CH:9]=[CH:8][C:5]([CH:6]=[O:7])=[C:4]([O:10][CH3:11])[CH:3]=1.I[CH2:13][C:14]([CH2:55][O:56][CH2:57][CH2:58][CH2:59][CH2:60][CH2:61][CH2:62][CH2:63][CH2:64][CH2:65][CH2:66][CH2:67][CH2:68][CH2:69][CH2:70][CH2:71][CH2:72][CH2:73][CH3:74])([CH2:35][O:36][CH2:37][CH2:38][CH2:39][CH2:40][CH2:41][CH2:42][CH2:43][CH2:44][CH2:45][CH2:46][CH2:47][CH2:48][CH2:49][CH2:50][CH2:51][CH2:52][CH2:53][CH3:54])[CH2:15][O:16][CH2:17][CH2:18][CH2:19][CH2:20][CH2:21][CH2:22][CH2:23][CH2:24][CH2:25][CH2:26][CH2:27][CH2:28][CH2:29][CH2:30][CH2:31][CH2:32][CH2:33][CH3:34].C(=O)([O-])[O-].[K+].[K+].Cl. The catalyst is CN(C=O)C.C(Cl)(Cl)Cl. The product is [CH3:11][O:10][C:4]1[CH:3]=[C:2]([O:1][CH2:13][C:14]([CH2:15][O:16][CH2:17][CH2:18][CH2:19][CH2:20][CH2:21][CH2:22][CH2:23][CH2:24][CH2:25][CH2:26][CH2:27][CH2:28][CH2:29][CH2:30][CH2:31][CH2:32][CH2:33][CH3:34])([CH2:55][O:56][CH2:57][CH2:58][CH2:59][CH2:60][CH2:61][CH2:62][CH2:63][CH2:64][CH2:65][CH2:66][CH2:67][CH2:68][CH2:69][CH2:70][CH2:71][CH2:72][CH2:73][CH3:74])[CH2:35][O:36][CH2:37][CH2:38][CH2:39][CH2:40][CH2:41][CH2:42][CH2:43][CH2:44][CH2:45][CH2:46][CH2:47][CH2:48][CH2:49][CH2:50][CH2:51][CH2:52][CH2:53][CH3:54])[CH:9]=[CH:8][C:5]=1[CH:6]=[O:7]. The yield is 0.960. (2) The yield is 0.210. The product is [CH:22]1([N:17]2[CH2:16][C:15]3([CH2:25][CH2:26][N:12]([CH:8]([C:5]4[CH:6]=[CH:7][C:2]([C:52]5[CH:61]=[C:60]6[C:55]([CH:56]=[CH:57][C:58]([CH3:62])=[N:59]6)=[CH:54][CH:53]=5)=[CH:3][C:4]=4[F:27])[C:9]([NH2:11])=[O:10])[CH2:13][CH2:14]3)[O:20][CH2:19][C:18]2=[O:21])[CH2:24][CH2:23]1. The catalyst is O1CCOCC1.C1C=CC(P(C2C=CC=CC=2)[C-]2C=CC=C2)=CC=1.C1C=CC(P(C2C=CC=CC=2)[C-]2C=CC=C2)=CC=1.Cl[Pd]Cl.[Fe+2].C(Cl)Cl. The reactants are Br[C:2]1[CH:7]=[CH:6][C:5]([CH:8]([N:12]2[CH2:26][CH2:25][C:15]3([O:20][CH2:19][C:18](=[O:21])[N:17]([CH:22]4[CH2:24][CH2:23]4)[CH2:16]3)[CH2:14][CH2:13]2)[C:9]([NH2:11])=[O:10])=[C:4]([F:27])[CH:3]=1.B1(B2OC(C)(C)C(C)(C)O2)OC(C)(C)C(C)(C)O1.C([O-])(=O)C.[K+].Br[C:52]1[CH:61]=[C:60]2[C:55]([CH:56]=[CH:57][C:58]([CH3:62])=[N:59]2)=[CH:54][CH:53]=1.C(=O)([O-])[O-].[K+].[K+]. (3) The reactants are [F:1][C:2]1([F:16])[CH2:7][CH2:6][C:5]([C:10]2[CH:11]=[N:12][CH:13]=[N:14][CH:15]=2)([C:8]#[N:9])[CH2:4][CH2:3]1.O.C(O)([C:20](F)([F:22])[F:21])=O.C(OO)(C)(C)C. The catalyst is FC(C1C=CC=CC=1)(F)F. The product is [F:21][CH:20]([F:22])[C:13]1[N:12]=[CH:11][C:10]([C:5]2([C:8]#[N:9])[CH2:4][CH2:3][C:2]([F:1])([F:16])[CH2:7][CH2:6]2)=[CH:15][N:14]=1. The yield is 0.444.